Task: Predict the reactants needed to synthesize the given product.. Dataset: Full USPTO retrosynthesis dataset with 1.9M reactions from patents (1976-2016) (1) Given the product [ClH:1].[ClH:1].[NH2:5][C:6]1[CH:7]=[C:8]([N:12]2[C:16]3[CH:17]=[CH:18][C:19]([C:21]([NH:23][CH2:24][C:25]4[CH:26]=[N:27][CH:28]=[CH:29][CH:30]=4)=[O:22])=[CH:20][C:15]=3[N:14]=[CH:13]2)[CH:9]=[CH:10][CH:11]=1, predict the reactants needed to synthesize it. The reactants are: [ClH:1].C([NH:5][C:6]1[CH:7]=[C:8]([N:12]2[C:16]3[CH:17]=[CH:18][C:19]([C:21]([NH:23][CH2:24][C:25]4[CH:26]=[N:27][CH:28]=[CH:29][CH:30]=4)=[O:22])=[CH:20][C:15]=3[N:14]=[CH:13]2)[CH:9]=[CH:10][CH:11]=1)(=O)C. (2) Given the product [F:1][C:2]1[CH:17]=[C:16]([CH2:18][NH:28][CH2:27][CH2:26][CH:23]2[CH2:24][CH2:25][O:20][CH2:21][CH2:22]2)[CH:15]=[CH:14][C:3]=1[O:4][C:5]1[CH:6]=[CH:7][C:8]([C:11]([NH2:13])=[O:12])=[N:9][CH:10]=1, predict the reactants needed to synthesize it. The reactants are: [F:1][C:2]1[CH:17]=[C:16]([CH:18]=O)[CH:15]=[CH:14][C:3]=1[O:4][C:5]1[CH:6]=[CH:7][C:8]([C:11]([NH2:13])=[O:12])=[N:9][CH:10]=1.[O:20]1[CH2:25][CH2:24][CH:23]([CH2:26][CH2:27][NH2:28])[CH2:22][CH2:21]1. (3) Given the product [OH:12][C@@H:11]1[CH2:13][NH:5][C@@H:6]([C:7]([O:9][CH3:14])=[O:8])[CH2:10]1, predict the reactants needed to synthesize it. The reactants are: S(Cl)(Cl)=O.[NH:5]1[CH2:13][C@@H:11]([OH:12])[CH2:10][C@@H:6]1[C:7]([OH:9])=[O:8].[CH3:14]O. (4) Given the product [Br:1][C:2]1[S:3][C:4]2[C:10]([OH:11])=[CH:9][C:8]([CH3:12])=[CH:7][C:5]=2[N:6]=1, predict the reactants needed to synthesize it. The reactants are: [Br:1][C:2]1[S:3][C:4]2[C:10](=[O:11])[CH2:9][CH:8]([CH3:12])[CH2:7][C:5]=2[N:6]=1.C1C(=O)N(Br)C(=O)C1.C(OOC(=O)C1C=CC=CC=1)(=O)C1C=CC=CC=1.C1CCN2C(=NCCC2)CC1.Cl. (5) Given the product [OH:13][CH:12]([C:14]1[CH:19]=[CH:18][N:17]=[CH:16][CH:15]=1)[CH2:11][N:7]1[C:8]2[CH:9]=[CH:10][C:2]([CH3:1])=[CH:3][C:4]=2[C:5]2[CH2:23][N:22]([CH2:25][CH2:26][S:27]([OH:30])(=[O:29])=[O:28])[CH2:21][CH2:20][C:6]1=2, predict the reactants needed to synthesize it. The reactants are: [CH3:1][C:2]1[CH:10]=[CH:9][C:8]2[N:7]([CH2:11][CH:12]([C:14]3[CH:19]=[CH:18][N:17]=[CH:16][CH:15]=3)[OH:13])[C:6]3[CH2:20][CH2:21][NH:22][CH2:23][C:5]=3[C:4]=2[CH:3]=1.Br[CH2:25][CH2:26][S:27]([O-:30])(=[O:29])=[O:28].[Na+].C(=O)(O)[O-].[Na+].[I-].[K+]. (6) Given the product [F:37][CH:2]([F:1])[C:3]1[N:7]([C:8]2[CH:13]=[C:12]([N:14]3[CH2:19][CH2:18][O:17][CH2:16][CH2:15]3)[N:11]=[C:10]([NH:20][CH2:21][C@H:22]3[CH2:27][CH2:26][C@H:25]([N:28]4[CH:29]([CH3:32])[CH2:30][O:40][C:38]4=[O:39])[CH2:24][CH2:23]3)[N:9]=2)[C:6]2[CH:33]=[CH:34][CH:35]=[CH:36][C:5]=2[N:4]=1, predict the reactants needed to synthesize it. The reactants are: [F:1][CH:2]([F:37])[C:3]1[N:7]([C:8]2[CH:13]=[C:12]([N:14]3[CH2:19][CH2:18][O:17][CH2:16][CH2:15]3)[N:11]=[C:10]([NH:20][CH2:21][C@H:22]3[CH2:27][CH2:26][C@H:25]([NH:28][CH:29]([CH3:32])[CH2:30]F)[CH2:24][CH2:23]3)[N:9]=2)[C:6]2[CH:33]=[CH:34][CH:35]=[CH:36][C:5]=2[N:4]=1.[C:38](=O)([O-:40])[O-:39].[K+].[K+].O.